Predict the reaction yield, written as a fraction of the theoretical maximum amount of product (1.0 means a 100% yield; for example, 0.34 means a 34% yield). From a dataset of Reaction yield outcomes from USPTO patents with 853,638 reactions. (1) The reactants are CC(OI1(OC(C)=O)(OC(C)=O)OC(=O)C2C1=CC=CC=2)=O.[NH:23]1[C:31]2[C:26](=[CH:27][CH:28]=[CH:29][CH:30]=2)[C:25]([C@H:32]2[C:40]3[C:35](=[CH:36][CH:37]=[CH:38][CH:39]=3)[C@@H:34]([OH:41])[CH2:33]2)=[CH:24]1.C(OCC)(=O)C.C([O-])(O)=O.[Na+]. The catalyst is C(Cl)Cl.CCCCCCC.C(OCC)(=O)C. The product is [NH:23]1[C:31]2[C:26](=[CH:27][CH:28]=[CH:29][CH:30]=2)[C:25]([C@H:32]2[C:40]3[C:35](=[CH:36][CH:37]=[CH:38][CH:39]=3)[C:34](=[O:41])[CH2:33]2)=[CH:24]1. The yield is 1.00. (2) The reactants are [OH-].[Li+].[O:3]1[C:7]2[CH:8]=[CH:9][CH:10]=[CH:11][C:6]=2[N:5]=[C:4]1[C:12]1[CH:21]=[CH:20][C:15]([C:16]([O:18]C)=[O:17])=[CH:14][CH:13]=1.O. The catalyst is C1COCC1.CO. The product is [O:3]1[C:7]2[CH:8]=[CH:9][CH:10]=[CH:11][C:6]=2[N:5]=[C:4]1[C:12]1[CH:21]=[CH:20][C:15]([C:16]([OH:18])=[O:17])=[CH:14][CH:13]=1. The yield is 0.860. (3) The reactants are Cl[C:2]1[CH:3]=[CH:4][C:5]2[N:6]([CH:8]=[CH:9][N:10]=2)[N:7]=1.[NH2:11][C:12]1[CH:13]=[C:14]([OH:18])[CH:15]=[CH:16][CH:17]=1.C(=O)([O-])[O-].[K+].[K+].CN1CCCC1=O. The catalyst is [OH-].[Na+]. The product is [N:10]1[CH:9]=[CH:8][N:6]2[C:5]=1[CH:4]=[CH:3][C:2]([O:18][C:14]1[CH:13]=[C:12]([CH:17]=[CH:16][CH:15]=1)[NH2:11])=[N:7]2. The yield is 0.410. (4) The reactants are [CH3:1][O:2][C:3](=[O:28])[C@:4]([N:15]1[C:20](=[O:21])[N:19]2[CH:22]=[N:23][C:24]([C:25](=[O:27])[NH2:26])=[C:18]2[N:17]=[N:16]1)([CH3:14])[CH2:5][O:6][Si](C(C)(C)C)(C)C. The catalyst is Cl. The product is [CH3:1][O:2][C:3](=[O:28])[C@:4]([N:15]1[C:20](=[O:21])[N:19]2[CH:22]=[N:23][C:24]([C:25](=[O:27])[NH2:26])=[C:18]2[N:17]=[N:16]1)([CH3:14])[CH2:5][OH:6]. The yield is 0.610. (5) The reactants are [CH3:1][Sn:2](Cl)([CH3:4])[CH3:3].C1COCC1.[Cl:11][C:12]1[CH:17]=[CH:16][C:15]([Mg]Br)=[CH:14][CH:13]=1.CCOCC. No catalyst specified. The product is [Cl:11][C:12]1[CH:17]=[CH:16][C:15]([Sn:2]([CH3:4])([CH3:3])[CH3:1])=[CH:14][CH:13]=1. The yield is 0.970.